This data is from Reaction yield outcomes from USPTO patents with 853,638 reactions. The task is: Predict the reaction yield, written as a fraction of the theoretical maximum amount of product (1.0 means a 100% yield; for example, 0.34 means a 34% yield). (1) The yield is 0.720. The reactants are [NH2:1][C:2]1[C:3]([C:16]([O:18][CH2:19][CH3:20])=[O:17])=[N:4][CH:5]=[C:6]([CH2:8][C:9]2[CH:14]=[CH:13][C:12]([F:15])=[CH:11][CH:10]=2)[CH:7]=1.C([O-])([O-])=O.[Cs+].[Cs+].CC1(C)C2C(=C(P(C3C=CC=CC=3)C3C=CC=CC=3)C=CC=2)OC2C(P(C3C=CC=CC=3)C3C=CC=CC=3)=CC=CC1=2.[F:69][C:70]1[CH:75]=[CH:74][C:73](I)=[CH:72][CH:71]=1. The product is [F:15][C:12]1[CH:11]=[CH:10][C:9]([CH2:8][C:6]2[CH:7]=[C:2]([NH:1][C:73]3[CH:74]=[CH:75][C:70]([F:69])=[CH:71][CH:72]=3)[C:3]([C:16]([O:18][CH2:19][CH3:20])=[O:17])=[N:4][CH:5]=2)=[CH:14][CH:13]=1. The catalyst is C1C=CC(/C=C/C(/C=C/C2C=CC=CC=2)=O)=CC=1.C1C=CC(/C=C/C(/C=C/C2C=CC=CC=2)=O)=CC=1.C1C=CC(/C=C/C(/C=C/C2C=CC=CC=2)=O)=CC=1.[Pd].[Pd].C(OCC)(=O)C.O1CCOCC1. (2) The reactants are [CH:1]1[C:14]2[N:13]([CH2:15][C:16]([NH:18][NH:19][C:20](=O)[C:21]3[CH:26]=[C:25]([Cl:27])[C:24]([OH:28])=[C:23]([Cl:29])[CH:22]=3)=O)[C:12]3[C:7](=[CH:8][CH:9]=[CH:10][CH:11]=3)[S:6][C:5]=2[CH:4]=[CH:3][CH:2]=1.COC1C=CC(P2(SP(C3C=CC(OC)=CC=3)(=S)S2)=[S:40])=CC=1.C(OCC)(=O)C. The catalyst is C1(C)C=CC=CC=1. The product is [CH:1]1[C:14]2[N:13]([CH2:15][C:16]3[S:40][C:20]([C:21]4[CH:26]=[C:25]([Cl:27])[C:24]([OH:28])=[C:23]([Cl:29])[CH:22]=4)=[N:19][N:18]=3)[C:12]3[C:7](=[CH:8][CH:9]=[CH:10][CH:11]=3)[S:6][C:5]=2[CH:4]=[CH:3][CH:2]=1. The yield is 0.380. (3) The reactants are [Br:1][C:2]1[C:10]2[O:9][C:8](C(O)=O)([C:11]([OH:13])=[O:12])[O:7][C:6]=2[CH:5]=[C:4]([Cl:17])[CH:3]=1. The catalyst is C1(C)C=C(C)C=C(C)C=1. The product is [Br:1][C:2]1[C:10]2[O:9][CH:8]([C:11]([OH:13])=[O:12])[O:7][C:6]=2[CH:5]=[C:4]([Cl:17])[CH:3]=1. The yield is 0.930.